Dataset: Forward reaction prediction with 1.9M reactions from USPTO patents (1976-2016). Task: Predict the product of the given reaction. (1) Given the reactants [C:1]1([C:28]2[CH:33]=[CH:32][CH:31]=[CH:30][CH:29]=2)[CH:6]=[CH:5][C:4]([O:7][C:8]2[C:9](=[O:27])[N:10]([C:20]3[CH:25]=[CH:24][C:23]([Cl:26])=[CH:22][CH:21]=3)[N:11]=[CH:12][C:13]=2[N:14]2[CH2:19][CH2:18][NH:17][CH2:16][CH2:15]2)=[CH:3][CH:2]=1.[C:34](N[C@H](C(O)=O)C)([O:36][C:37]([CH3:40])([CH3:39])[CH3:38])=[O:35].C(Cl)CCl.C1C=CC2N(O)N=NC=2C=1.C(N(CC)CC)C.[O:68]1C[CH2:71][CH2:70][CH2:69]1, predict the reaction product. The product is: [C:1]1([C:28]2[CH:33]=[CH:32][CH:31]=[CH:30][CH:29]=2)[CH:6]=[CH:5][C:4]([O:7][C:8]2[C:9](=[O:27])[N:10]([C:20]3[CH:25]=[CH:24][C:23]([Cl:26])=[CH:22][CH:21]=3)[N:11]=[CH:12][C:13]=2[N:14]2[CH2:19][CH2:18][N:17]([C:69](=[O:68])[CH:70]([C:34]([O:36][C:37]([CH3:38])([CH3:39])[CH3:40])=[O:35])[CH3:71])[CH2:16][CH2:15]2)=[CH:3][CH:2]=1. (2) Given the reactants [Si]([O:8][CH2:9][C@@H:10]([NH:19][C:20]([N:22]1[CH2:31][CH2:30][C:29]2[CH:28]=[N:27][C:26]([NH:32][CH:33]3[CH2:38][CH2:37][O:36][CH2:35][CH2:34]3)=[N:25][C:24]=2[CH2:23]1)=[O:21])[C:11]1[CH:16]=[CH:15][C:14]([Cl:17])=[C:13]([Cl:18])[CH:12]=1)(C(C)(C)C)(C)C.C(Cl)Cl.Cl, predict the reaction product. The product is: [Cl:18][C:13]1[CH:12]=[C:11]([C@H:10]([NH:19][C:20]([N:22]2[CH2:31][CH2:30][C:29]3[CH:28]=[N:27][C:26]([NH:32][CH:33]4[CH2:38][CH2:37][O:36][CH2:35][CH2:34]4)=[N:25][C:24]=3[CH2:23]2)=[O:21])[CH2:9][OH:8])[CH:16]=[CH:15][C:14]=1[Cl:17]. (3) Given the reactants C(NC(=O)[O-])C.O[C:8]1[C:9]([Cl:21])=[CH:10][C:11]2[CH:12]([CH3:20])[CH:13]3[CH2:17][NH:16][CH2:15][CH:14]3[C:18]=2[CH:19]=1.C1(P(C2C=CC=CC=2)CCCP(C2C=CC=CC=2)C2C=CC=CC=2)C=CC=CC=1.CCN(CC)CC, predict the reaction product. The product is: [Cl:21][C:9]1[CH:8]=[CH:19][C:18]2[CH:14]3[CH2:15][NH:16][CH2:17][CH:13]3[CH:12]([CH3:20])[C:11]=2[CH:10]=1. (4) Given the reactants [CH2:1]([O:3][C:4]1[CH:9]=[CH:8][C:7]([CH2:10][CH2:11][CH2:12][C@H:13]([C@@H:29]2[O:33]C(C)(C)O[C:30]2=[O:36])[C:14]([N:16]2[CH2:21][CH2:20][N:19]([CH2:22][CH2:23][C:24]3[S:25][CH:26]=[CH:27][CH:28]=3)[CH2:18][CH2:17]2)=[O:15])=[CH:6][CH:5]=1)[CH3:2].[NH2:37][OH:38].O, predict the reaction product. The product is: [CH2:1]([O:3][C:4]1[CH:5]=[CH:6][C:7]([CH2:10][CH2:11][CH2:12][C@@H:13]([C:14]([N:16]2[CH2:17][CH2:18][N:19]([CH2:22][CH2:23][C:24]3[S:25][CH:26]=[CH:27][CH:28]=3)[CH2:20][CH2:21]2)=[O:15])[C@H:29]([OH:33])[C:30]([NH:37][OH:38])=[O:36])=[CH:8][CH:9]=1)[CH3:2]. (5) Given the reactants [NH2:1][C:2]1[CH:7]=[CH:6][C:5]([C:8]2[C:16]3[C:11](=[N:12][C:13]([NH:17][CH2:18][CH2:19][N:20]4[CH2:25][CH2:24][O:23][CH2:22][CH2:21]4)=[N:14][CH:15]=3)[N:10]([CH3:26])[N:9]=2)=[CH:4][CH:3]=1.C1([O:33][C:34](=O)[NH:35][C:36]2[CH:40]=[C:39]([C:41]([CH3:44])([CH3:43])[CH3:42])[O:38][N:37]=2)C=CC=CC=1.C(N(CC)CC)C, predict the reaction product. The product is: [C:41]([C:39]1[O:38][N:37]=[C:36]([NH:35][C:34]([NH:1][C:2]2[CH:3]=[CH:4][C:5]([C:8]3[C:16]4[C:11](=[N:12][C:13]([NH:17][CH2:18][CH2:19][N:20]5[CH2:21][CH2:22][O:23][CH2:24][CH2:25]5)=[N:14][CH:15]=4)[N:10]([CH3:26])[N:9]=3)=[CH:6][CH:7]=2)=[O:33])[CH:40]=1)([CH3:44])([CH3:42])[CH3:43]. (6) Given the reactants FC1C=C([C:12]2[N:17]=[C:16]3[N:18]([CH2:21][C:22]4[CH:23]=[C:24]5[C:29](=[CH:30][CH:31]=4)[N:28]=[CH:27][CH:26]=[CH:25]5)[N:19]=[N:20][C:15]3=[CH:14][CH:13]=2)C=CC=1C(NC)=O.[NH2:32][CH2:33][CH2:34][OH:35].C(=O)([O-])[O-].[Na+].[Na+], predict the reaction product. The product is: [N:28]1[C:29]2[C:24](=[CH:23][C:22]([CH2:21][N:18]3[C:16]4=[N:17][C:12]([NH:32][CH2:33][CH2:34][OH:35])=[CH:13][CH:14]=[C:15]4[N:20]=[N:19]3)=[CH:31][CH:30]=2)[CH:25]=[CH:26][CH:27]=1. (7) Given the reactants Br[C:2]1[N:7]=[CH:6][C:5]([C:8]([N:10]2[CH2:15][CH2:14][N:13]([C:16]3[C:21]([CH3:22])=[CH:20][C:19]([CH2:23][CH3:24])=[CH:18][N:17]=3)[CH2:12][CH2:11]2)=[O:9])=[CH:4][CH:3]=1.[C:25]([N:28]1[CH2:32][CH2:31][NH:30][C:29]1=[O:33])(=[O:27])[CH3:26], predict the reaction product. The product is: [C:25]([N:28]1[CH2:32][CH2:31][N:30]([C:2]2[CH:3]=[CH:4][C:5]([C:8]([N:10]3[CH2:15][CH2:14][N:13]([C:16]4[C:21]([CH3:22])=[CH:20][C:19]([CH2:23][CH3:24])=[CH:18][N:17]=4)[CH2:12][CH2:11]3)=[O:9])=[CH:6][N:7]=2)[C:29]1=[O:33])(=[O:27])[CH3:26]. (8) Given the reactants [N+:1]([C:4]1[CH:9]=[CH:8][C:7]([CH2:10][CH2:11][CH2:12][C:13](O)=O)=[CH:6][CH:5]=1)([O-])=O.[NH:16]1[CH2:21][CH2:20][CH2:19][CH2:18][CH2:17]1.CCN=C=NCCCN(C)C.[ClH:33].C1C=CC2N(O)N=NC=2C=1.Cl.C(OCC)(=O)C, predict the reaction product. The product is: [ClH:33].[ClH:33].[N:16]1([CH2:13][CH2:12][CH2:11][CH2:10][C:7]2[CH:8]=[CH:9][C:4]([NH2:1])=[CH:5][CH:6]=2)[CH2:21][CH2:20][CH2:19][CH2:18][CH2:17]1. (9) Given the reactants C(Cl)(=O)C(Cl)=O.CS(C)=O.[CH2:11]([N:18]1[CH2:23][CH2:22][CH:21]([CH2:24][CH:25]([C:27]2[CH:32]=[CH:31][CH:30]=[CH:29][C:28]=2[Cl:33])[OH:26])[CH2:20][CH2:19]1)[C:12]1[CH:17]=[CH:16][CH:15]=[CH:14][CH:13]=1.C(N(CC)CC)C, predict the reaction product. The product is: [CH2:11]([N:18]1[CH2:19][CH2:20][CH:21]([CH2:24][C:25]([C:27]2[CH:32]=[CH:31][CH:30]=[CH:29][C:28]=2[Cl:33])=[O:26])[CH2:22][CH2:23]1)[C:12]1[CH:13]=[CH:14][CH:15]=[CH:16][CH:17]=1.